From a dataset of M1 muscarinic receptor antagonist screen with 61,756 compounds. Binary Classification. Given a drug SMILES string, predict its activity (active/inactive) in a high-throughput screening assay against a specified biological target. (1) The molecule is O1CCN(CC1)c1nc2c(c(c1)C)cc(NC(=O)CCC(=O)NC(CC)C)cc2. The result is 0 (inactive). (2) The compound is Clc1cc2nccc(NCCN(CC)CC)c2cc1. The result is 0 (inactive).